From a dataset of Forward reaction prediction with 1.9M reactions from USPTO patents (1976-2016). Predict the product of the given reaction. (1) Given the reactants [CH:1]1([NH:7][C:8]2[CH:17]=[C:16]3[C:11]([C:12](=[O:32])[N:13]([CH2:22][CH2:23][NH:24]C(=O)OC(C)(C)C)[C:14](=[O:21])[N:15]3[CH:18]([CH3:20])[CH3:19])=[CH:10][C:9]=2[F:33])[CH2:6][CH2:5][CH2:4][CH2:3][CH2:2]1.C(OC(=O)C)C.[ClH:40], predict the reaction product. The product is: [ClH:40].[ClH:40].[NH2:24][CH2:23][CH2:22][N:13]1[C:12](=[O:32])[C:11]2[C:16](=[CH:17][C:8]([NH:7][CH:1]3[CH2:2][CH2:3][CH2:4][CH2:5][CH2:6]3)=[C:9]([F:33])[CH:10]=2)[N:15]([CH:18]([CH3:19])[CH3:20])[C:14]1=[O:21]. (2) Given the reactants [Br:1][C:2]1[CH:7]=[CH:6][C:5]([C:8]2[O:12][N:11]=[C:10]([CH3:13])[C:9]=2[CH:14]([OH:18])[C:15]([OH:17])=O)=[CH:4][CH:3]=1.[CH2:19]([NH2:26])[C:20]1[CH:25]=[CH:24][CH:23]=[CH:22][CH:21]=1, predict the reaction product. The product is: [CH2:19]([NH:26][C:15](=[O:17])[CH:14]([C:9]1[C:10]([CH3:13])=[N:11][O:12][C:8]=1[C:5]1[CH:4]=[CH:3][C:2]([Br:1])=[CH:7][CH:6]=1)[OH:18])[C:20]1[CH:25]=[CH:24][CH:23]=[CH:22][CH:21]=1. (3) Given the reactants S(Cl)([Cl:3])=O.[CH:5]1([CH2:8][O:9][C:10]2[CH:31]=[CH:30][C:13]([C:14]([NH:16][C:17]3[C:26]([CH3:27])=[C:25]4[C:20]([CH:21]=[C:22]([CH2:28]O)[CH:23]=[N:24]4)=[CH:19][CH:18]=3)=[O:15])=[CH:12][CH:11]=2)[CH2:7][CH2:6]1, predict the reaction product. The product is: [ClH:3].[Cl:3][CH2:28][C:22]1[CH:23]=[N:24][C:25]2[C:20]([CH:21]=1)=[CH:19][CH:18]=[C:17]([NH:16][C:14](=[O:15])[C:13]1[CH:30]=[CH:31][C:10]([O:9][CH2:8][CH:5]3[CH2:7][CH2:6]3)=[CH:11][CH:12]=1)[C:26]=2[CH3:27].